Predict which catalyst facilitates the given reaction. From a dataset of Catalyst prediction with 721,799 reactions and 888 catalyst types from USPTO. (1) Product: [NH2:1][C:2]1[N:3]=[C:4]([C:19]2[CH:24]=[CH:23][CH:22]=[CH:21][CH:20]=2)[C:5]([C:9]2[CH:10]=[CH:11][C:12](=[O:18])[N:13]([CH:15]([CH3:17])[CH3:16])[CH:14]=2)=[N:6][C:7]=1[N:25]1[CH2:30][CH2:29][O:28][CH2:27][CH2:26]1. Reactant: [NH2:1][C:2]1[N:3]=[C:4]([C:19]2[CH:24]=[CH:23][CH:22]=[CH:21][CH:20]=2)[C:5]([C:9]2[CH:10]=[CH:11][C:12](=[O:18])[N:13]([CH:15]([CH3:17])[CH3:16])[CH:14]=2)=[N:6][C:7]=1Br.[NH:25]1[CH2:30][CH2:29][O:28][CH2:27][CH2:26]1.CN1C(=O)CCC1.CCOC(C)=O. The catalyst class is: 6. (2) Reactant: [N:1]1[CH:6]=[CH:5][CH:4]=[C:3]([C:7](=O)[CH2:8][C:9]2[CH:13]=[CH:12][S:11][CH:10]=2)[CH:2]=1.[CH2:15]([O:17][C:18]1[C:19]([OH:29])=[C:20]([CH:24]=[C:25]([CH:27]=O)[CH:26]=1)[C:21]([OH:23])=[O:22])[CH3:16].[NH2:30][C:31]([NH2:33])=[O:32].Cl. Product: [CH2:15]([O:17][C:18]1[C:19]([OH:29])=[C:20]([CH:24]=[C:25]([CH:27]2[C:8]([C:9]3[CH:13]=[CH:12][S:11][CH:10]=3)=[C:7]([C:3]3[CH:2]=[N:1][CH:6]=[CH:5][CH:4]=3)[NH:33][C:31](=[O:32])[NH:30]2)[CH:26]=1)[C:21]([OH:23])=[O:22])[CH3:16]. The catalyst class is: 14. (3) Reactant: N(C(OC(C)C)=O)=NC(OC(C)C)=O.[Br:15][C:16]1[CH:17]=[C:18]2[C:22](=[CH:23][CH:24]=1)[C:21](=[O:25])[N:20]([C@@H:26]([CH2:29][C:30]1[CH:35]=[CH:34][CH:33]=[C:32]([C:36]#[C:37][Si:38]([CH3:41])([CH3:40])[CH3:39])[CH:31]=1)[CH2:27]O)[CH2:19]2.[C:42]1(=[O:52])[NH:46][C:45](=[O:47])[C:44]2=[CH:48][CH:49]=[CH:50][CH:51]=[C:43]12.C1(P(C2C=CC=CC=2)C2C=CC=CC=2)C=CC=CC=1. Product: [Br:15][C:16]1[CH:17]=[C:18]2[C:22](=[CH:23][CH:24]=1)[C:21](=[O:25])[N:20]([C@@H:26]([CH2:29][C:30]1[CH:35]=[CH:34][CH:33]=[C:32]([C:36]#[C:37][Si:38]([CH3:41])([CH3:40])[CH3:39])[CH:31]=1)[CH2:27][N:46]1[C:42](=[O:52])[C:43]3[C:44](=[CH:48][CH:49]=[CH:50][CH:51]=3)[C:45]1=[O:47])[CH2:19]2. The catalyst class is: 7. (4) Reactant: [NH2:1][C:2]1[CH:10]=[CH:9][C:5]([C:6]([OH:8])=[O:7])=[CH:4][CH:3]=1.O=[CH:12][C@@H:13]([C@H:15]([C@@H:17]([CH2:19][OH:20])[OH:18])[OH:16])[OH:14]. Product: [CH:19]1([NH:1][C:2]2[CH:10]=[CH:9][C:5]([C:6]([OH:8])=[O:7])=[CH:4][CH:3]=2)[O:20][CH2:12][C@@H:13]([OH:14])[C@H:15]([OH:16])[C@H:17]1[OH:18]. The catalyst class is: 5. (5) Reactant: [Br:1][C:2]1[C:10]([CH3:11])=[CH:9][C:5]([C:6]([NH2:8])=[O:7])=[CH:4][C:3]=1[CH3:12].Br[CH2:14][CH:15](OCC)OCC. Product: [Br:1][C:2]1[C:3]([CH3:12])=[CH:4][C:5]([C:6]2[O:7][CH:14]=[CH:15][N:8]=2)=[CH:9][C:10]=1[CH3:11]. The catalyst class is: 10. (6) Reactant: [Cl-].[Cl-].[Cl-].[Al+3].Cl[C:6](=[O:12])[C:7]([O:9][CH2:10][CH3:11])=[O:8].[C:13]1([CH3:19])[CH:18]=[CH:17][CH:16]=[CH:15][CH:14]=1.Cl. Product: [O:12]=[C:6]([C:16]1[CH:17]=[CH:18][C:13]([CH3:19])=[CH:14][CH:15]=1)[C:7]([O:9][CH2:10][CH3:11])=[O:8]. The catalyst class is: 4. (7) Reactant: [CH3:1][N:2]1[CH:6]([C:7]([OH:9])=O)[CH2:5][N:4]([C:10]2[CH:15]=[N:14][CH:13]=[CH:12][N:11]=2)[C:3]1=[O:16].C(N1CCOCC1)C.O.ON1C2C=CC=CC=2N=N1.Cl.C(N=C=NCCCN(C)C)C.[Cl:48][C:49]1[C:54]([C:55]([F:58])([F:57])[F:56])=[CH:53][CH:52]=[CH:51][C:50]=1[CH2:59][NH2:60]. Product: [Cl:48][C:49]1[C:54]([C:55]([F:57])([F:58])[F:56])=[CH:53][CH:52]=[CH:51][C:50]=1[CH2:59][NH:60][C:7]([CH:6]1[CH2:5][N:4]([C:10]2[CH:15]=[N:14][CH:13]=[CH:12][N:11]=2)[C:3](=[O:16])[N:2]1[CH3:1])=[O:9]. The catalyst class is: 4.